Dataset: Catalyst prediction with 721,799 reactions and 888 catalyst types from USPTO. Task: Predict which catalyst facilitates the given reaction. (1) Reactant: [I-].[Na+].[C:3]([NH:6][CH2:7][CH2:8][NH:9][C:10]1[N:15]=[C:14]([C:16]2[CH:21]=[CH:20][CH:19]=[CH:18][CH:17]=2)[N:13]=[C:12]([NH:22][C:23](=[O:26])[CH2:24]Cl)[CH:11]=1)(=[O:5])[CH3:4].[Cl-].[Cl:28][C:29]1[CH:30]=[C:31]([CH:39]=[CH:40][CH:41]=1)[O:32][CH:33]1[CH2:38][CH2:37][NH2+:36][CH2:35][CH2:34]1.CCN(C(C)C)C(C)C. Product: [C:3]([NH:6][CH2:7][CH2:8][NH:9][C:10]1[N:15]=[C:14]([C:16]2[CH:21]=[CH:20][CH:19]=[CH:18][CH:17]=2)[N:13]=[C:12]([NH:22][C:23](=[O:26])[CH2:24][N:36]2[CH2:35][CH2:34][CH:33]([O:32][C:31]3[CH:39]=[CH:40][CH:41]=[C:29]([Cl:28])[CH:30]=3)[CH2:38][CH2:37]2)[CH:11]=1)(=[O:5])[CH3:4]. The catalyst class is: 577. (2) Product: [Br:11][C:9]1[CH:10]=[C:5]([C:3]([OH:4])=[O:2])[C:6](=[O:13])[N:7]([CH3:12])[CH:8]=1. Reactant: C[O:2][C:3]([C:5]1[C:6](=[O:13])[N:7]([CH3:12])[CH:8]=[C:9]([Br:11])[CH:10]=1)=[O:4].[OH-].[Na+].Cl. The catalyst class is: 5. (3) Reactant: Br[CH2:2][C:3]1[C:4]([C:25]2[CH:30]=[CH:29][CH:28]=[C:27]([C:31]([F:34])([F:33])[F:32])[CH:26]=2)=[N:5][C:6]2[C:11]([C:12]=1[C:13]([O:15][CH3:16])=[O:14])=[CH:10][C:9]([S:17]([CH:20]([CH3:22])[CH3:21])(=[O:19])=[O:18])=[C:8]([O:23][CH3:24])[CH:7]=2.[NH:35]1[CH2:40][CH2:39][CH:38]([N:41]2[CH2:46][CH2:45][O:44][CH2:43][CH2:42]2)[CH2:37][CH2:36]1. The catalyst class is: 10. Product: [CH3:21][CH:20]([S:17]([C:9]1[CH:10]=[C:11]2[C:6](=[CH:7][C:8]=1[O:23][CH3:24])[N:5]=[C:4]([C:25]1[CH:30]=[CH:29][CH:28]=[C:27]([C:31]([F:33])([F:32])[F:34])[CH:26]=1)[C:3]([CH2:2][N:35]1[CH2:40][CH2:39][CH:38]([N:41]3[CH2:46][CH2:45][O:44][CH2:43][CH2:42]3)[CH2:37][CH2:36]1)=[C:12]2[C:13]([O:15][CH3:16])=[O:14])(=[O:19])=[O:18])[CH3:22]. (4) The catalyst class is: 4. Reactant: [CH2:1]([O:3][C:4]([CH:6]1[CH2:10][S:9][C:8]([CH2:11][CH3:12])=[N:7]1)=[O:5])[CH3:2].N12CCCN=C1CCCCC2.BrC(Cl)(Cl)Cl. Product: [CH2:1]([O:3][C:4]([C:6]1[N:7]=[C:8]([CH2:11][CH3:12])[S:9][CH:10]=1)=[O:5])[CH3:2]. (5) Reactant: [Cl:1][C:2]1[CH:7]=[C:6]([N+:8]([O-:10])=[O:9])[CH:5]=[CH:4][C:3]=1[CH2:11][C:12]([NH:14][O:15][CH3:16])=[O:13].Cl[C:18]1[C:23]([CH:24]=O)=[CH:22][N:21]=[C:20]([S:26][CH3:27])[N:19]=1.C([O-])([O-])=O.[K+].[K+]. Product: [Cl:1][C:2]1[CH:7]=[C:6]([N+:8]([O-:10])=[O:9])[CH:5]=[CH:4][C:3]=1[C:11]1[C:12](=[O:13])[N:14]([O:15][CH3:16])[C:18]2[N:19]=[C:20]([S:26][CH3:27])[N:21]=[CH:22][C:23]=2[CH:24]=1. The catalyst class is: 3. (6) Reactant: N[C:2]1[C:10]2[C:5](=[CH:6][N:7]=[CH:8][CH:9]=2)[O:4][C:3]=1[C:11]([O-:13])=[O:12].[Si:14]([O:21][N:22]=[C:23]1[C:31]2[C:26](=[CH:27][C:28](Br)=[CH:29][CH:30]=2)[CH2:25][CH2:24]1)([C:17]([CH3:20])([CH3:19])[CH3:18])([CH3:16])[CH3:15].[CH3:33][CH:34](C1C=C(C(C)C)C(C2C=CC=CC=2P(C2CCCCC2)C2CCCCC2)=C(C(C)C)C=1)C.C([O-])([O-])=O.[Cs+].[Cs+]. Product: [Si:14]([O:21][N:22]=[C:23]1[C:31]2[C:26](=[CH:27][C:28]([C:2]3[C:10]4[C:5](=[CH:6][N:7]=[CH:8][CH:9]=4)[O:4][C:3]=3[C:11]([O:13][CH2:33][CH3:34])=[O:12])=[CH:29][CH:30]=2)[CH2:25][CH2:24]1)([C:17]([CH3:20])([CH3:19])[CH3:18])([CH3:16])[CH3:15]. The catalyst class is: 101.